Task: Predict the product of the given reaction.. Dataset: Forward reaction prediction with 1.9M reactions from USPTO patents (1976-2016) (1) The product is: [CH3:1][O:2][C:3]1[C:16]2[C:7](=[C:8]([O:17][CH2:19][CH2:20][CH2:21][CH2:22][CH2:23][CH2:24][CH2:25][CH3:26])[C:9]3[C:14]([N:15]=2)=[CH:13][CH:12]=[CH:11][CH:10]=3)[CH:6]=[CH:5][CH:4]=1. Given the reactants [CH3:1][O:2][C:3]1[C:16]2[C:7](=[C:8]([OH:17])[C:9]3[C:14]([N:15]=2)=[CH:13][CH:12]=[CH:11][CH:10]=3)[CH:6]=[CH:5][CH:4]=1.Br[CH2:19][CH2:20][CH2:21][CH2:22][CH2:23][CH2:24][CH2:25][CH3:26].C(=O)([O-])[O-].[K+].[K+], predict the reaction product. (2) Given the reactants Cl.[O:2]1[CH2:6][CH2:5][C@H:4]([NH2:7])[CH2:3]1.Cl[C:9]1[N:14]=[C:13]([C:15]([F:18])([F:17])[F:16])[C:12]([C:19]([O:21][CH3:22])=[O:20])=[CH:11][N:10]=1.CCN(C(C)C)C(C)C, predict the reaction product. The product is: [O:2]1[CH2:6][CH2:5][C@H:4]([NH:7][C:9]2[N:14]=[C:13]([C:15]([F:17])([F:18])[F:16])[C:12]([C:19]([O:21][CH3:22])=[O:20])=[CH:11][N:10]=2)[CH2:3]1. (3) Given the reactants N(C(OCC)=O)=NC(OCC)=O.[C:13]([NH:32][CH2:33][CH2:34][OH:35])([C:26]1[CH:31]=[CH:30][CH:29]=[CH:28][CH:27]=1)([C:20]1[CH:25]=[CH:24][CH:23]=[CH:22][CH:21]=1)[C:14]1[CH:19]=[CH:18][CH:17]=[CH:16][CH:15]=1.O[C:37]1[CH:42]=[CH:41][CH:40]=[CH:39][C:38]=1[CH2:43][CH2:44][C:45]([O:47][CH3:48])=[O:46].C1(P(C2C=CC=CC=2)C2C=CC=CC=2)C=CC=CC=1, predict the reaction product. The product is: [C:13]([NH:32][CH2:33][CH2:34][O:35][C:37]1[CH:42]=[CH:41][CH:40]=[CH:39][C:38]=1[CH2:43][CH2:44][C:45]([O:47][CH3:48])=[O:46])([C:20]1[CH:25]=[CH:24][CH:23]=[CH:22][CH:21]=1)([C:26]1[CH:27]=[CH:28][CH:29]=[CH:30][CH:31]=1)[C:14]1[CH:19]=[CH:18][CH:17]=[CH:16][CH:15]=1. (4) Given the reactants [N+:1]([C:4]1[CH:10]=[CH:9][C:7]([NH2:8])=[CH:6][CH:5]=1)([O-:3])=[O:2].[C:11]1([S:17](Cl)(=[O:19])=[O:18])[CH:16]=[CH:15][CH:14]=[CH:13][CH:12]=1.Cl, predict the reaction product. The product is: [N+:1]([C:4]1[CH:10]=[CH:9][C:7]([NH:8][S:17]([C:11]2[CH:16]=[CH:15][CH:14]=[CH:13][CH:12]=2)(=[O:19])=[O:18])=[CH:6][CH:5]=1)([O-:3])=[O:2].